From a dataset of hERG potassium channel inhibition data for cardiac toxicity prediction from Karim et al.. Regression/Classification. Given a drug SMILES string, predict its toxicity properties. Task type varies by dataset: regression for continuous values (e.g., LD50, hERG inhibition percentage) or binary classification for toxic/non-toxic outcomes (e.g., AMES mutagenicity, cardiotoxicity, hepatotoxicity). Dataset: herg_karim. (1) The molecule is COC(=O)c1ccc2c(c1)N(CCN1CCC(NCc3ccc4c(n3)NC(=O)CO4)CC1)C(=O)CO2. The result is 0 (non-blocker). (2) The compound is CC(C)(C)CN(C(=O)c1cccc(Cl)c1Cl)[C@H]1CCNC1. The result is 0 (non-blocker). (3) The molecule is c1ccc(CC[NH+]2CCC[C@H](c3c(-c4ccccc4)[nH]c4ccccc34)C2)cc1. The result is 1 (blocker). (4) The compound is CN(C)C(=O)CN1CCc2cc3nc(N)sc3cc2CC1. The result is 0 (non-blocker). (5) The compound is Cc1ccc(CC2CCN(CCS(=O)(=O)c3ccc(O)cc3)CC2O)cc1. The result is 1 (blocker). (6) The compound is CCOc1cc2nccc(Oc3cnc(CC(=O)Nc4[nH]nc(CC)c4C)c(OC)c3)c2cc1OC. The result is 0 (non-blocker). (7) The compound is Cc1ccc(N2CCN(CCN(C)C[C@]34CC[C@H](CC3)C4(C)C)C2=O)cc1. The result is 1 (blocker).